This data is from Catalyst prediction with 721,799 reactions and 888 catalyst types from USPTO. The task is: Predict which catalyst facilitates the given reaction. (1) Reactant: [CH3:1][N:2]1[CH:6]=[C:5]([NH:7][C:8](=[O:31])[CH2:9][C:10]2[CH:15]=[CH:14][C:13]([O:16][C:17]3[C:26]4[C:21](=[CH:22][C:23]([O:27][CH3:28])=[CH:24][CH:25]=4)[N:20]=[CH:19][CH:18]=3)=[CH:12][C:11]=2[O:29][CH3:30])[C:4]([CH3:32])=[N:3]1.[C:33]([OH:40])(=[O:39])/[CH:34]=[CH:35]\[C:36]([OH:38])=[O:37].COC(C)(C)C. Product: [C:33]([OH:40])(=[O:39])/[CH:34]=[CH:35]\[C:36]([OH:38])=[O:37].[CH3:1][N:2]1[CH:6]=[C:5]([NH:7][C:8](=[O:31])[CH2:9][C:10]2[CH:15]=[CH:14][C:13]([O:16][C:17]3[C:26]4[C:21](=[CH:22][C:23]([O:27][CH3:28])=[CH:24][CH:25]=4)[N:20]=[CH:19][CH:18]=3)=[CH:12][C:11]=2[O:29][CH3:30])[C:4]([CH3:32])=[N:3]1. The catalyst class is: 8. (2) Product: [F:23][C:17]1[CH:18]=[CH:19][CH:20]=[C:21]([F:22])[C:16]=1[C:15]1[N:14]([CH3:24])[N:13]=[C:12]([CH3:25])[C:11]=1[CH:9]([C:3]1[CH:4]=[CH:5][C:6]([F:8])=[CH:7][C:2]=1[F:1])[F:36]. Reactant: [F:1][C:2]1[CH:7]=[C:6]([F:8])[CH:5]=[CH:4][C:3]=1[CH:9]([C:11]1[C:12]([CH3:25])=[N:13][N:14]([CH3:24])[C:15]=1[C:16]1[C:21]([F:22])=[CH:20][CH:19]=[CH:18][C:17]=1[F:23])O.COCCN(S(F)(F)[F:36])CCOC.C(=O)(O)[O-].[Na+]. The catalyst class is: 4.